This data is from Ames mutagenicity test results for genotoxicity prediction. The task is: Regression/Classification. Given a drug SMILES string, predict its toxicity properties. Task type varies by dataset: regression for continuous values (e.g., LD50, hERG inhibition percentage) or binary classification for toxic/non-toxic outcomes (e.g., AMES mutagenicity, cardiotoxicity, hepatotoxicity). Dataset: ames. (1) The molecule is CC(=O)Nc1ccc2c(c1O)Cc1ccccc1-2. The result is 0 (non-mutagenic). (2) The molecule is COc1ccc2c3c(cccc13)OC([N+](=O)[O-])=C2. The result is 1 (mutagenic). (3) The result is 1 (mutagenic). The drug is CC1=C(/C=C\C(C)=C/C=C\C(C)=C/CO)C(C)(C)CCC1. (4) The drug is CC(C)CC(=O)CC(C)C. The result is 0 (non-mutagenic). (5) The compound is C=CC(OC(C)=O)c1ccc2c(c1)OCO2. The result is 1 (mutagenic). (6) The drug is C=C1C(=O)OC2CC(C)C3CC(OCC)OC(OCC)C3(C)CC12. The result is 1 (mutagenic). (7) The drug is NC(Cc1ccccc1)C(=O)O. The result is 0 (non-mutagenic). (8) The compound is CCCCN(CCC)N=O. The result is 1 (mutagenic).